From a dataset of Peptide-MHC class II binding affinity with 134,281 pairs from IEDB. Regression. Given a peptide amino acid sequence and an MHC pseudo amino acid sequence, predict their binding affinity value. This is MHC class II binding data. The peptide sequence is YDKFLAGVSTVLTGK. The MHC is DRB1_0802 with pseudo-sequence DRB1_0802. The binding affinity (normalized) is 0.770.